From a dataset of Catalyst prediction with 721,799 reactions and 888 catalyst types from USPTO. Predict which catalyst facilitates the given reaction. (1) Reactant: [H-].[Na+].[Cl:3][C:4]1[C:5]([CH:11]([O:14][CH3:15])[O:12][CH3:13])=[C:6]([OH:10])[CH:7]=[N:8][CH:9]=1.Br[CH2:17][C:18]([O:20][CH2:21][CH3:22])=[O:19]. Product: [CH2:21]([O:20][C:18](=[O:19])[CH2:17][O:10][C:6]1[CH:7]=[N:8][CH:9]=[C:4]([Cl:3])[C:5]=1[CH:11]([O:14][CH3:15])[O:12][CH3:13])[CH3:22]. The catalyst class is: 3. (2) Reactant: [Br:1][C:2]1[CH:6]=[C:5]([C:7]([NH:9][C:10]2[CH:15]=[CH:14][C:13]([Cl:16])=[CH:12][C:11]=2[C:17](=[O:24])[NH:18][CH:19]([CH:21]2[CH2:23][CH2:22]2)[CH3:20])=[O:8])[N:4]([C:25]2[C:30]([Cl:31])=[CH:29][CH:28]=[CH:27][N:26]=2)[N:3]=1.C(OCC)(=O)C.[OH-].[Na+].[Br:40]Br. Product: [Br:1][C:2]1[CH:6]=[C:5]([C:7]([NH:9][C:10]2[C:11]([C:17]([NH:18][CH:19]([CH:21]3[CH2:23][CH2:22]3)[CH3:20])=[O:24])=[CH:12][C:13]([Cl:16])=[CH:14][C:15]=2[Br:40])=[O:8])[N:4]([C:25]2[C:30]([Cl:31])=[CH:29][CH:28]=[CH:27][N:26]=2)[N:3]=1. The catalyst class is: 6. (3) Reactant: [Li+].[CH3:2][N:3]1[C:7]([C:8]([N:10]2[CH2:16][C:15]3[CH:17]=[C:18]([C:21]4[CH:22]=[CH:23][C:24]5[N:28]=[C:27]([CH3:29])[NH:26][C:25]=5[CH:30]=4)[CH:19]=[CH:20][C:14]=3[O:13][CH2:12][CH2:11]2)=[O:9])=[CH:6][CH:5]=[C:4]1[C:31]([O-])=[O:32].[NH2:34][CH2:35][CH2:36][CH2:37][N:38]1[CH2:43][CH2:42][O:41][CH2:40][CH2:39]1.CCN(C(C)C)C(C)C.CN(C(ON1N=NC2C=CC=NC1=2)=[N+](C)C)C.F[P-](F)(F)(F)(F)F. Product: [CH3:2][N:3]1[C:7]([C:8]([N:10]2[CH2:16][C:15]3[CH:17]=[C:18]([C:21]4[CH:22]=[CH:23][C:24]5[N:28]=[C:27]([CH3:29])[NH:26][C:25]=5[CH:30]=4)[CH:19]=[CH:20][C:14]=3[O:13][CH2:12][CH2:11]2)=[O:9])=[CH:6][CH:5]=[C:4]1[C:31]([NH:34][CH2:35][CH2:36][CH2:37][N:38]1[CH2:43][CH2:42][O:41][CH2:40][CH2:39]1)=[O:32]. The catalyst class is: 121. (4) Reactant: [C:1]1([CH2:7][CH2:8][CH:9]([OH:22])[CH2:10][CH2:11][C:12]2[CH:17]=[CH:16][C:15]([C:18]([F:21])([F:20])[F:19])=[CH:14][CH:13]=2)[CH:6]=[CH:5][CH:4]=[CH:3][CH:2]=1.[H-].[Na+].Cl[S:26]([N:29]=C=O)(=[O:28])=[O:27].C(O)=O. Product: [S:26](=[O:28])(=[O:27])([O:22][CH:9]([CH2:10][CH2:11][C:12]1[CH:13]=[CH:14][C:15]([C:18]([F:20])([F:21])[F:19])=[CH:16][CH:17]=1)[CH2:8][CH2:7][C:1]1[CH:2]=[CH:3][CH:4]=[CH:5][CH:6]=1)[NH2:29]. The catalyst class is: 705. (5) Reactant: [Br:1][C:2]1[CH:3]=[CH:4][C:5]([Cl:16])=[C:6]([CH2:8][C:9]2[CH:14]=[CH:13][C:12]([OH:15])=[CH:11][CH:10]=2)[CH:7]=1.C(=O)([O-])[O-].[Cs+].[Cs+].CC1C=CC(S(O[CH2:34][C:35]([F:38])([F:37])[F:36])(=O)=O)=CC=1. Product: [Br:1][C:2]1[CH:3]=[CH:4][C:5]([Cl:16])=[C:6]([CH2:8][C:9]2[CH:14]=[CH:13][C:12]([O:15][CH2:34][C:35]([F:38])([F:37])[F:36])=[CH:11][CH:10]=2)[CH:7]=1. The catalyst class is: 3. (6) Reactant: C(NC(C)C)(C)C.C([Li])CCC.C([N-]C(C)C)(C)C.[Li+].[CH3:21][C:22]1[N:23]([C:28]2[CH:33]=[CH:32][CH:31]=[C:30]([CH3:34])[N:29]=2)[C:24]([CH3:27])=[CH:25][CH:26]=1.[O:35]1[CH2:37][CH2:36]1. Product: [CH3:27][C:24]1[N:23]([C:28]2[N:29]=[C:30]([CH2:34][CH2:37][CH2:36][OH:35])[CH:31]=[CH:32][CH:33]=2)[C:22]([CH3:21])=[CH:26][CH:25]=1. The catalyst class is: 253. (7) Reactant: ClC(Cl)(O[C:5](=[O:11])OC(Cl)(Cl)Cl)Cl.[NH2:13][C:14]1[CH:19]=[CH:18][C:17]([C:20]2[N:21]=[C:22]([N:42]3[CH2:47][CH2:46][O:45][CH2:44][CH2:43]3)[C:23]3[N:28]=[N:27][N:26]([CH:29]4[CH2:34][CH2:33][N:32]([C:35]([O:37][C:38]([CH3:41])([CH3:40])[CH3:39])=[O:36])[CH2:31][CH2:30]4)[C:24]=3[N:25]=2)=[CH:16][CH:15]=1.[NH2:48][C:49]1[CH:54]=[CH:53][N:52]=[CH:51][CH:50]=1.CCN(CC)CC. Product: [N:42]1([C:22]2[C:23]3[N:28]=[N:27][N:26]([CH:29]4[CH2:30][CH2:31][N:32]([C:35]([O:37][C:38]([CH3:41])([CH3:39])[CH3:40])=[O:36])[CH2:33][CH2:34]4)[C:24]=3[N:25]=[C:20]([C:17]3[CH:16]=[CH:15][C:14]([NH:13][C:5](=[O:11])[NH:48][C:49]4[CH:54]=[CH:53][N:52]=[CH:51][CH:50]=4)=[CH:19][CH:18]=3)[N:21]=2)[CH2:43][CH2:44][O:45][CH2:46][CH2:47]1. The catalyst class is: 2. (8) Reactant: [CH3:1][NH:2][CH2:3][C:4]1[C:12]2[O:11][N:10]=[C:9]([CH2:13][CH2:14][CH:15]3[CH2:20][CH2:19][N:18]([C:21]4[N:26]=[CH:25][CH:24]=[CH:23][N:22]=4)[CH2:17][CH2:16]3)[C:8]=2[CH:7]=[CH:6][C:5]=1[O:27][CH2:28][CH:29]1[CH2:31][CH2:30]1.[C:32]([OH:39])(=[O:38])/[CH:33]=[CH:34]/[C:35]([OH:37])=[O:36]. Product: [C:32]([OH:39])(=[O:38])/[CH:33]=[CH:34]/[C:35]([OH:37])=[O:36].[CH3:1][NH:2][CH2:3][C:4]1[C:12]2[O:11][N:10]=[C:9]([CH2:13][CH2:14][CH:15]3[CH2:16][CH2:17][N:18]([C:21]4[N:22]=[CH:23][CH:24]=[CH:25][N:26]=4)[CH2:19][CH2:20]3)[C:8]=2[CH:7]=[CH:6][C:5]=1[O:27][CH2:28][CH:29]1[CH2:31][CH2:30]1. The catalyst class is: 5. (9) Reactant: Br[C:2]1[CH:3]=[CH:4][CH:5]=[C:6]2[C:11]=1[N:10]=[C:9]([C:12]([F:21])([F:20])[C:13]1[CH:18]=[CH:17][C:16]([F:19])=[CH:15][N:14]=1)[N:8]=[C:7]2[S:22][CH3:23].C1(P(C2C=CC=CC=2)C2C3OC4C(=CC=CC=4P(C4C=CC=CC=4)C4C=CC=CC=4)C(C)(C)C=3C=CC=2)C=CC=CC=1.[CH:66]([NH2:68])=[O:67].C([O-])([O-])=O.[Cs+].[Cs+]. Product: [F:20][C:12]([F:21])([C:13]1[CH:18]=[CH:17][C:16]([F:19])=[CH:15][N:14]=1)[C:9]1[N:8]=[C:7]([S:22][CH3:23])[C:6]2[C:11](=[C:2]([NH:68][CH:66]=[O:67])[CH:3]=[CH:4][CH:5]=2)[N:10]=1. The catalyst class is: 102. (10) Reactant: F[C:2]1[CH:3]=[CH:4][C:5]([N+:9]([O-:11])=[O:10])=[C:6]([CH3:8])[CH:7]=1.[CH2:12]([O:19][C:20]1[CH:25]=[CH:24][NH:23][C:22](=[O:26])[CH:21]=1)[C:13]1[CH:18]=[CH:17][CH:16]=[CH:15][CH:14]=1.C([O-])([O-])=O.[Na+].[Na+]. Product: [CH2:12]([O:19][C:20]1[CH:25]=[CH:24][N:23]([C:2]2[CH:3]=[CH:4][C:5]([N+:9]([O-:11])=[O:10])=[C:6]([CH3:8])[CH:7]=2)[C:22](=[O:26])[CH:21]=1)[C:13]1[CH:14]=[CH:15][CH:16]=[CH:17][CH:18]=1. The catalyst class is: 3.